From a dataset of Peptide-MHC class II binding affinity with 134,281 pairs from IEDB. Regression. Given a peptide amino acid sequence and an MHC pseudo amino acid sequence, predict their binding affinity value. This is MHC class II binding data. (1) The peptide sequence is KRHRKVLRDNIQGITKPAIRRLAR. The MHC is DRB1_0101 with pseudo-sequence DRB1_0101. The binding affinity (normalized) is 0.466. (2) The peptide sequence is ASLMRGLSSRKRRSH. The MHC is DRB1_0701 with pseudo-sequence DRB1_0701. The binding affinity (normalized) is 0.177.